This data is from Tox21: 12 toxicity assays (nuclear receptors and stress response pathways). The task is: Binary classification across 12 toxicity assays. (1) The compound is CC(C)=CCN1CC[C@]2(C)c3cc(O)ccc3C[C@H]1[C@H]2C.O=C(O)CCC(=O)O. It tested positive (active) for: NR-ER (Estrogen Receptor agonist activity). (2) The compound is Oc1ccc(/C=C/c2cc(O)cc(O)c2)cc1. It tested positive (active) for: NR-AR (Androgen Receptor agonist activity), NR-ER (Estrogen Receptor agonist activity), NR-ER-LBD (Estrogen Receptor Ligand Binding Domain agonist), SR-ARE (Antioxidant Response Element (oxidative stress)), SR-ATAD5 (ATAD5 genotoxicity (DNA damage)), and SR-MMP (Mitochondrial Membrane Potential disruption). (3) The compound is CC(C)C[C@H]1C(=O)N2CCC[C@H]2[C@]2(O)O[C@](NC(=O)[C@@H]3C=C4c5cccc6[nH]c(Br)c(c56)C[C@H]4N(C)C3)(C(C)C)C(=O)N12. It tested positive (active) for: NR-Aromatase (Aromatase enzyme inhibition), SR-ARE (Antioxidant Response Element (oxidative stress)), and SR-MMP (Mitochondrial Membrane Potential disruption).